This data is from Reaction yield outcomes from USPTO patents with 853,638 reactions. The task is: Predict the reaction yield, written as a fraction of the theoretical maximum amount of product (1.0 means a 100% yield; for example, 0.34 means a 34% yield). (1) The reactants are Br[C:2]1[CH:3]=[C:4]2[C:9](=[CH:10][CH:11]=1)[N:8]=[CH:7][N:6]=[C:5]2[C:12]1[CH:13]=[C:14]([CH:17]=[CH:18][CH:19]=1)[C:15]#[N:16].B1(B2OC(C)(C)C(C)(C)O2)OC(C)(C)C(C)(C)O1.CC([O-])=O.[K+].C([O-])([O-])=O.[K+].[K+].Br[C:50]1[CH:51]=[C:52]([S:56]([NH2:59])(=[O:58])=[O:57])[CH:53]=[N:54][CH:55]=1. The catalyst is C1C=CC(P(C2C=CC=CC=2)[C-]2C=CC=C2)=CC=1.C1C=CC(P(C2C=CC=CC=2)[C-]2C=CC=C2)=CC=1.Cl[Pd]Cl.[Fe+2].C(Cl)Cl.O1CCOCC1. The product is [C:15]([C:14]1[CH:13]=[C:12]([C:5]2[C:4]3[C:9](=[CH:10][CH:11]=[C:2]([C:50]4[CH:51]=[C:52]([S:56]([NH2:59])(=[O:58])=[O:57])[CH:53]=[N:54][CH:55]=4)[CH:3]=3)[N:8]=[CH:7][N:6]=2)[CH:19]=[CH:18][CH:17]=1)#[N:16]. The yield is 0.340. (2) The reactants are [OH:1][C:2]1[CH:3]=[C:4]2[C:8](=[CH:9][CH:10]=1)[C:7](=[O:11])[CH2:6][CH2:5]2.Br[CH2:13][C:14]1[CH:19]=[CH:18][CH:17]=[CH:16][CH:15]=1.C(=O)([O-])[O-].[Cs+].[Cs+].CCOC(C)=O. The catalyst is CN(C=O)C. The product is [CH2:13]([O:1][C:2]1[CH:3]=[C:4]2[C:8](=[CH:9][CH:10]=1)[C:7](=[O:11])[CH2:6][CH2:5]2)[C:14]1[CH:19]=[CH:18][CH:17]=[CH:16][CH:15]=1. The yield is 0.750. (3) The reactants are [F:1][C:2]1[CH:45]=[CH:44][CH:43]=[C:42]([F:46])[C:3]=1[CH2:4][N:5]1[C:10]2[S:11][C:12]([C:21]3[CH:26]=[CH:25][C:24]([NH:27][C:28]([NH:30][O:31][CH3:32])=[O:29])=[CH:23][CH:22]=3)=[C:13]([CH2:14][N:15]([CH2:17][CH2:18][O:19][CH3:20])[CH3:16])[C:9]=2[C:8](=[O:33])[N:7]([CH2:34][C:35](=[O:40])[C:36]([CH3:39])([CH3:38])[CH3:37])[C:6]1=[O:41].[BH4-].[Na+]. The catalyst is CO.C1COCC1. The product is [F:46][C:42]1[CH:43]=[CH:44][CH:45]=[C:2]([F:1])[C:3]=1[CH2:4][N:5]1[C:10]2[S:11][C:12]([C:21]3[CH:22]=[CH:23][C:24]([NH:27][C:28]([NH:30][O:31][CH3:32])=[O:29])=[CH:25][CH:26]=3)=[C:13]([CH2:14][N:15]([CH2:17][CH2:18][O:19][CH3:20])[CH3:16])[C:9]=2[C:8](=[O:33])[N:7]([CH2:34][CH:35]([OH:40])[C:36]([CH3:37])([CH3:38])[CH3:39])[C:6]1=[O:41]. The yield is 0.680. (4) The reactants are [CH3:1][O:2][CH2:3][CH2:4][NH2:5].C[Al](C)C.[F:10][C:11]1[CH:16]=[CH:15][CH:14]=[C:13]([F:17])[C:12]=1[N:18]1[C:23]2[N:24]=[C:25]([NH:36][CH2:37][C:38](OC)=[O:39])[N:26]=[C:27]([C:28]3[CH:33]=[CH:32][C:31]([F:34])=[CH:30][C:29]=3[CH3:35])[C:22]=2[CH:21]=[CH:20][C:19]1=[O:42]. No catalyst specified. The product is [F:10][C:11]1[CH:16]=[CH:15][CH:14]=[C:13]([F:17])[C:12]=1[N:18]1[C:23]2[N:24]=[C:25]([NH:36][CH2:37][C:38]([NH:5][CH2:4][CH2:3][O:2][CH3:1])=[O:39])[N:26]=[C:27]([C:28]3[CH:33]=[CH:32][C:31]([F:34])=[CH:30][C:29]=3[CH3:35])[C:22]=2[CH:21]=[CH:20][C:19]1=[O:42]. The yield is 0.660. (5) The reactants are C[O:2][C:3](=[O:42])[C@@H:4]1[CH2:8][CH:7]([O:9][C:10]2[CH:15]=[CH:14][C:13]([C:16]3[CH:21]=[CH:20][C:19]([C:22]4[C:27]5[O:28][C:29]6[CH:34]=[CH:33][CH:32]=[CH:31][C:30]=6[C:26]=5[CH:25]=[CH:24][CH:23]=4)=[CH:18][CH:17]=3)=[CH:12][CH:11]=2)[CH2:6][N:5]1[C:35]([O:37]C(C)(C)C)=[O:36].[OH-].[K+].Cl.[CH2:46]1[CH2:50]O[CH2:48][CH2:47]1. The catalyst is CO.C(OCC)(=O)C. The product is [CH:25]1[C:26]2[C:30]3[CH:31]=[CH:32][CH:33]=[CH:34][C:29]=3[O:28][C:27]=2[C:22]([C:19]2[CH:20]=[CH:21][C:16]([C:13]3[CH:12]=[CH:11][C:10]([O:9][CH:7]4[CH2:6][N:5]([C:35]([O:37][CH2:50][CH2:46][CH2:47][CH3:48])=[O:36])[C@H:4]([C:3]([OH:2])=[O:42])[CH2:8]4)=[CH:15][CH:14]=3)=[CH:17][CH:18]=2)=[CH:23][CH:24]=1. The yield is 0.820. (6) The reactants are C[O:2][C:3](=[O:32])[C:4]1[CH:9]=[CH:8][CH:7]=[C:6]([CH2:10][N:11]2[CH2:15][C:14]([CH3:17])([CH3:16])[CH:13]([O:18][C:19]3[CH:24]=[CH:23][C:22]([C:25]#[N:26])=[C:21]([C:27]([F:30])([F:29])[F:28])[CH:20]=3)[C:12]2=[O:31])[CH:5]=1.[OH-].[Na+].Cl. The catalyst is C1COCC1. The product is [C:25]([C:22]1[CH:23]=[CH:24][C:19]([O:18][CH:13]2[C:14]([CH3:17])([CH3:16])[CH2:15][N:11]([CH2:10][C:6]3[CH:5]=[C:4]([CH:9]=[CH:8][CH:7]=3)[C:3]([OH:32])=[O:2])[C:12]2=[O:31])=[CH:20][C:21]=1[C:27]([F:30])([F:29])[F:28])#[N:26]. The yield is 0.850. (7) The reactants are [H-].[H-].[H-].[H-].[Li+].[Al+3].[CH2:7]([O:15][CH2:16][C:17](O)=[O:18])[CH2:8][C:9]1[CH:14]=[CH:13][CH:12]=[CH:11][CH:10]=1.O.[OH-].[K+]. The catalyst is CCOCC. The product is [CH2:7]([O:15][CH2:16][CH2:17][OH:18])[CH2:8][C:9]1[CH:14]=[CH:13][CH:12]=[CH:11][CH:10]=1. The yield is 0.680.